From a dataset of Full USPTO retrosynthesis dataset with 1.9M reactions from patents (1976-2016). Predict the reactants needed to synthesize the given product. (1) Given the product [CH3:37][C:32]1([C:31]2[CH:30]=[CH:29][C:24]([C:25]([O:27][CH3:28])=[O:26])=[CH:23][C:22]=2[NH:20][C:17]2[CH:16]=[CH:15][C:14]([O:13][CH2:12][CH2:11][O:10][CH2:9][CH2:8][O:7][CH:2]3[CH2:3][CH2:4][CH2:5][CH2:6][O:1]3)=[CH:19][CH:18]=2)[O:33][CH2:34][CH2:35][O:36]1, predict the reactants needed to synthesize it. The reactants are: [O:1]1[CH2:6][CH2:5][CH2:4][CH2:3][CH:2]1[O:7][CH2:8][CH2:9][O:10][CH2:11][CH2:12][O:13][C:14]1[CH:19]=[CH:18][C:17]([NH2:20])=[CH:16][CH:15]=1.Br[C:22]1[CH:23]=[C:24]([CH:29]=[CH:30][C:31]=1[C:32]1([CH3:37])[O:36][CH2:35][CH2:34][O:33]1)[C:25]([O:27][CH3:28])=[O:26]. (2) Given the product [CH3:21][O:20][C:16]1[CH:15]=[C:14]([NH:13][S:12]([C:8]2[CH:7]=[C:6]([CH:5]=[CH:4][C:3]([OH:24])=[O:2])[CH:11]=[CH:10][CH:9]=2)(=[O:22])=[O:23])[CH:19]=[CH:18][CH:17]=1, predict the reactants needed to synthesize it. The reactants are: C[O:2][C:3](=[O:24])[CH:4]=[CH:5][C:6]1[CH:11]=[CH:10][CH:9]=[C:8]([S:12](=[O:23])(=[O:22])[NH:13][C:14]2[CH:19]=[CH:18][CH:17]=[C:16]([O:20][CH3:21])[CH:15]=2)[CH:7]=1.CO.